Task: Predict the product of the given reaction.. Dataset: Forward reaction prediction with 1.9M reactions from USPTO patents (1976-2016) (1) Given the reactants [F:1][C:2]([F:17])([F:16])[C:3]1[CH:11]=[CH:10][CH:9]=[C:8]([C:12]([F:15])([F:14])[F:13])[C:4]=1[C:5](Cl)=[O:6].[Cl:18][C:19]1[CH:20]=[C:21]([CH:27]=[CH:28][CH:29]=1)[CH2:22][S:23][CH2:24][CH2:25][NH2:26], predict the reaction product. The product is: [Cl:18][C:19]1[CH:20]=[C:21]([CH:27]=[CH:28][CH:29]=1)[CH2:22][S:23][CH2:24][CH2:25][NH:26][C:5](=[O:6])[C:4]1[C:3]([C:2]([F:17])([F:16])[F:1])=[CH:11][CH:10]=[CH:9][C:8]=1[C:12]([F:15])([F:14])[F:13]. (2) The product is: [CH2:3]([O:10][C:11]1[CH:12]=[C:13]([NH:17][C:18]2[O:22][C:21]([C:23]3[NH:27][C:26]4[CH:28]=[CH:29][C:30]([C@H:32]5[CH2:33][CH2:34][C@H:35]([CH2:38][C:39]([OH:41])=[O:40])[CH2:36][CH2:37]5)=[CH:31][C:25]=4[N:24]=3)=[N:20][N:19]=2)[CH:14]=[CH:15][CH:16]=1)[C:4]1[CH:9]=[CH:8][CH:7]=[CH:6][CH:5]=1. Given the reactants [OH-].[Li+].[CH2:3]([O:10][C:11]1[CH:12]=[C:13]([NH:17][C:18]2[O:22][C:21]([C:23]3[NH:27][C:26]4[CH:28]=[CH:29][C:30]([C@H:32]5[CH2:37][CH2:36][C@H:35]([CH2:38][C:39]([O:41]C)=[O:40])[CH2:34][CH2:33]5)=[CH:31][C:25]=4[N:24]=3)=[N:20][N:19]=2)[CH:14]=[CH:15][CH:16]=1)[C:4]1[CH:9]=[CH:8][CH:7]=[CH:6][CH:5]=1.C1COCC1.C(O)(=O)CC(CC(O)=O)(C(O)=O)O, predict the reaction product. (3) Given the reactants [I:1]Cl.[Cl:3][C:4]1[CH:9]=[CH:8][CH:7]=[CH:6][C:5]=1[C:10]1[CH:21]=[C:20]2[C:16]([CH:17]=[CH:18][N:19]2[CH3:22])=[C:15]2[C:11]=1[C:12](=[O:24])[NH:13][C:14]2=[O:23].[O-]S([O-])=O.[Na+].[Na+], predict the reaction product. The product is: [Cl:3][C:4]1[CH:9]=[CH:8][CH:7]=[CH:6][C:5]=1[C:10]1[CH:21]=[C:20]2[C:16]([C:17]([I:1])=[CH:18][N:19]2[CH3:22])=[C:15]2[C:11]=1[C:12](=[O:24])[NH:13][C:14]2=[O:23]. (4) Given the reactants [F:1][CH2:2][CH2:3][CH2:4][O:5][C:6]1[CH:14]=[C:13]2[C:9]([CH2:10][C:11]3([CH2:20][CH2:19][CH:18]([OH:21])[CH2:17][CH2:16]3)[C:12]2=[O:15])=[CH:8][CH:7]=1.[CH3:22]C(C)([O-])C.[K+].CI.CCOC(C)=O, predict the reaction product. The product is: [F:1][CH2:2][CH2:3][CH2:4][O:5][C:6]1[CH:14]=[C:13]2[C:9]([CH2:10][C:11]3([CH2:16][CH2:17][CH:18]([O:21][CH3:22])[CH2:19][CH2:20]3)[C:12]2=[O:15])=[CH:8][CH:7]=1. (5) The product is: [Cl:1][C:2]1[CH:7]=[C:6]([Cl:8])[CH:5]=[CH:4][C:3]=1[C:9]1[C:18]([C:19]2[CH:20]=[CH:21][C:22]([F:25])=[CH:23][CH:24]=2)=[CH:17][C:12]([C:13]([OH:15])=[O:14])=[C:11]([O:26][CH2:27][C:28]2[CH:33]=[CH:32][C:31]([F:34])=[C:30]([F:35])[CH:29]=2)[N:10]=1. Given the reactants [Cl:1][C:2]1[CH:7]=[C:6]([Cl:8])[CH:5]=[CH:4][C:3]=1[C:9]1[C:18]([C:19]2[CH:24]=[CH:23][C:22]([F:25])=[CH:21][CH:20]=2)=[CH:17][C:12]([C:13]([O:15]C)=[O:14])=[C:11]([O:26][CH2:27][C:28]2[CH:33]=[CH:32][C:31]([F:34])=[C:30]([F:35])[CH:29]=2)[N:10]=1.[OH-].[Na+], predict the reaction product. (6) Given the reactants [NH2:1][C:2]1[CH:3]=[C:4]([CH:16]=[CH:17][C:18]=1[O:19][CH3:20])[C:5]([NH:7][C:8]1[CH:13]=[C:12]([CH3:14])[CH:11]=[C:10]([CH3:15])[CH:9]=1)=[O:6].[CH3:21][C:22]1[CH:23]=[C:24]([N:28]=[C:29]=[S:30])[CH:25]=[CH:26][CH:27]=1, predict the reaction product. The product is: [CH3:15][C:10]1[CH:9]=[C:8]([NH:7][C:5](=[O:6])[C:4]2[CH:16]=[CH:17][C:18]([O:19][CH3:20])=[C:2]([NH:1][C:29]([NH:28][C:24]3[CH:23]=[C:22]([CH3:21])[CH:27]=[CH:26][CH:25]=3)=[S:30])[CH:3]=2)[CH:13]=[C:12]([CH3:14])[CH:11]=1. (7) The product is: [Cl:28][CH2:27][CH2:26][CH2:25][CH2:24][CH2:23][CH2:22][N:10]1[C:11]2[C:16](=[CH:15][CH:14]=[CH:13][CH:12]=2)[C:17]2[CH2:18][CH2:19][O:20][C:7]3[CH:6]=[CH:5][CH:4]=[CH:3][C:8]=3[C:9]1=2. Given the reactants [H-].[Na+].[CH:3]1[C:8]2[C:9]3[NH:10][C:11]4[C:16]([C:17]=3[CH2:18][CH2:19][O:20][C:7]=2[CH:6]=[CH:5][CH:4]=1)=[CH:15][CH:14]=[CH:13][CH:12]=4.Br[CH2:22][CH2:23][CH2:24][CH2:25][CH2:26][CH2:27][Cl:28].O, predict the reaction product. (8) Given the reactants [NH2:1][C:2]1[CH:23]=[CH:22][C:5]([O:6][C:7]2[CH:8]=[CH:9][C:10]3[N:11]([CH:13]=[C:14]([NH:16][C:17]([CH:19]4[CH2:21][CH2:20]4)=[O:18])[N:15]=3)[CH:12]=2)=[C:4]([F:24])[CH:3]=1.[F:25][C:26]1[CH:27]=[C:28]([N:33]2[C:38]([CH3:39])=[CH:37][CH:36]=[C:35]([C:40](O)=[O:41])[C:34]2=[O:43])[CH:29]=[CH:30][C:31]=1[F:32].CN(C(ON1N=NC2C=CC=NC1=2)=[N+](C)C)C.F[P-](F)(F)(F)(F)F.C(N(CC)C(C)C)(C)C, predict the reaction product. The product is: [CH:19]1([C:17]([NH:16][C:14]2[N:15]=[C:10]3[CH:9]=[CH:8][C:7]([O:6][C:5]4[CH:22]=[CH:23][C:2]([NH:1][C:40]([C:35]5[C:34](=[O:43])[N:33]([C:28]6[CH:29]=[CH:30][C:31]([F:32])=[C:26]([F:25])[CH:27]=6)[C:38]([CH3:39])=[CH:37][CH:36]=5)=[O:41])=[CH:3][C:4]=4[F:24])=[CH:12][N:11]3[CH:13]=2)=[O:18])[CH2:21][CH2:20]1.